From a dataset of Full USPTO retrosynthesis dataset with 1.9M reactions from patents (1976-2016). Predict the reactants needed to synthesize the given product. Given the product [Cl:40][C:41]1[CH:48]=[CH:47][C:44]([CH:45]([OH:46])[C:10]2[C:11]3[C:16](=[O:17])[N:15]([CH2:18][CH2:19][CH2:20][O:21][CH:22]4[CH2:27][CH2:26][CH2:25][CH2:24][O:23]4)[C:14](=[O:28])[N:13]([CH3:29])[C:12]=3[N:30]=[CH:31][C:9]=2[O:8][C:4]2[CH:5]=[N:6][CH:7]=[C:2]([F:1])[CH:3]=2)=[CH:43][CH:42]=1, predict the reactants needed to synthesize it. The reactants are: [F:1][C:2]1[CH:3]=[C:4]([O:8][C:9]2[CH:31]=[N:30][C:12]3[N:13]([CH3:29])[C:14](=[O:28])[N:15]([CH2:18][CH2:19][CH2:20][O:21][CH:22]4[CH2:27][CH2:26][CH2:25][CH2:24][O:23]4)[C:16](=[O:17])[C:11]=3[CH:10]=2)[CH:5]=[N:6][CH:7]=1.[Li+].CC([N-]C(C)C)C.[Cl:40][C:41]1[CH:48]=[CH:47][C:44]([CH:45]=[O:46])=[CH:43][CH:42]=1.